From a dataset of Forward reaction prediction with 1.9M reactions from USPTO patents (1976-2016). Predict the product of the given reaction. (1) Given the reactants [CH:1]1([CH2:13]O)[CH2:12][CH2:11][CH2:10][CH2:9][CH2:8][CH2:7][CH2:6][CH2:5][CH2:4][CH2:3][CH2:2]1.C1(CBr)CCCCCCCCCCC1.[OH:29][CH2:30][CH2:31][NH2:32], predict the reaction product. The product is: [OH:29][CH2:30][CH2:31][NH:32][CH2:13][CH:1]1[CH2:2][CH2:3][CH2:4][CH2:5][CH2:6][CH2:7][CH2:8][CH2:9][CH2:10][CH2:11][CH2:12]1. (2) Given the reactants [C:1]([C:5]1[N:9]([CH2:10][CH2:11][C:12]2[CH:17]=[CH:16][C:15]([F:18])=[CH:14][CH:13]=2)[C:8]([CH3:19])=[C:7]([C:20]([O:22][CH2:23][CH3:24])=[O:21])[C:6]=1[CH:25]=[O:26])([CH3:4])([CH3:3])[CH3:2].[BH4-].[Na+], predict the reaction product. The product is: [C:1]([C:5]1[N:9]([CH2:10][CH2:11][C:12]2[CH:17]=[CH:16][C:15]([F:18])=[CH:14][CH:13]=2)[C:8]([CH3:19])=[C:7]([C:20]([O:22][CH2:23][CH3:24])=[O:21])[C:6]=1[CH2:25][OH:26])([CH3:3])([CH3:2])[CH3:4].